From a dataset of Catalyst prediction with 721,799 reactions and 888 catalyst types from USPTO. Predict which catalyst facilitates the given reaction. (1) The catalyst class is: 285. Product: [C:1]([O:5][C:6]([N:8]1[CH2:9][CH2:10][CH:11]([NH:14][C:15]2([CH:18]3[CH2:22][CH2:21][NH:20][CH2:19]3)[CH2:16][CH2:17]2)[CH2:12][CH2:13]1)=[O:7])([CH3:4])([CH3:2])[CH3:3]. Reactant: [C:1]([O:5][C:6]([N:8]1[CH2:13][CH2:12][CH:11]([N:14](CC2C=CC=CC=2)[C:15]2([CH:18]3[CH2:22][CH2:21][N:20](CC4C=CC=CC=4)[CH2:19]3)[CH2:17][CH2:16]2)[CH2:10][CH2:9]1)=[O:7])([CH3:4])([CH3:3])[CH3:2].OCC1(OC[C@@H](O)[C@@H](O)[C@H]1O)O. (2) Reactant: [NH2:1][C:2]1[CH:3]=[CH:4][C:5]2[O:10][CH2:9][CH2:8][N:7]([C:11]3[S:12][C:13]4[C:14](=[O:22])[NH:15][C:16]([CH3:21])([CH3:20])[CH2:17][C:18]=4[N:19]=3)[C:6]=2[CH:23]=1.C1C(=O)N([Br:31])C(=O)C1.O. Product: [NH2:1][C:2]1[C:3]([Br:31])=[CH:4][C:5]2[O:10][CH2:9][CH2:8][N:7]([C:11]3[S:12][C:13]4[C:14](=[O:22])[NH:15][C:16]([CH3:21])([CH3:20])[CH2:17][C:18]=4[N:19]=3)[C:6]=2[CH:23]=1. The catalyst class is: 2. (3) Reactant: [C:1]([O:5][C:6](=[O:21])[N:7]([CH2:11][C:12]([N:14]1[CH2:18][CH2:17][CH2:16][CH:15]1[C:19]#[N:20])=[O:13])[CH2:8][CH2:9][OH:10])([CH3:4])([CH3:3])[CH3:2].C1(P(C2C=CC=CC=2)C2C=CC=CC=2)C=CC=CC=1.N(C(OCC)=O)=NC(OCC)=O.[CH3:53][O:54][C:55](=[O:81])[CH:56]([NH:65][C:66](=[O:80])[CH:67]([CH2:75][S:76][C:77](=[O:79])[CH3:78])[CH2:68][C:69]1[CH:74]=[CH:73][CH:72]=[CH:71][CH:70]=1)[CH2:57][C:58]1[CH:63]=[CH:62][C:61](O)=[CH:60][CH:59]=1. Product: [CH3:53][O:54][C:55](=[O:81])[CH:56]([NH:65][C:66](=[O:80])[CH:67]([CH2:68][C:69]1[CH:74]=[CH:73][CH:72]=[CH:71][CH:70]=1)[CH2:75][S:76][C:77](=[O:79])[CH3:78])[CH2:57][C:58]1[CH:63]=[CH:62][C:61]([O:10][CH2:9][CH2:8][N:7]([C:6]([O:5][C:1]([CH3:4])([CH3:2])[CH3:3])=[O:21])[CH2:11][C:12]([N:14]2[CH2:18][CH2:17][CH2:16][CH:15]2[C:19]#[N:20])=[O:13])=[CH:60][CH:59]=1. The catalyst class is: 1. (4) Reactant: F[C:2]1[CH:9]=[CH:8][CH:7]=[C:6]([N:10]2[CH2:15][CH2:14][CH:13]([S:16]([CH3:19])(=[O:18])=[O:17])[CH2:12][CH2:11]2)[C:3]=1[CH:4]=O.[CH3:20][S:21][C:22]1[N:27]=[C:26]([NH:28][NH2:29])[CH:25]=[CH:24][N:23]=1.C1CCN2C(=NCCC2)CC1. Product: [CH3:19][S:16]([CH:13]1[CH2:14][CH2:15][N:10]([C:6]2[CH:7]=[CH:8][CH:9]=[C:2]3[C:3]=2[CH:4]=[N:29][N:28]3[C:26]2[CH:25]=[CH:24][N:23]=[C:22]([S:21][CH3:20])[N:27]=2)[CH2:11][CH2:12]1)(=[O:18])=[O:17]. The catalyst class is: 16. (5) Reactant: C([O:4][CH2:5][C@H:6]1[CH2:11][C@@H:10]([O:12]C(=O)C)[CH2:9][CH2:8][C@@:7]1([C@H:17]1[CH2:25][CH2:24][C@@:23]2([CH3:26])[C@@H:19]([CH2:20][CH2:21][C:22]2=[CH2:27])[C@@H:18]1[CH2:28][NH:29][O:30][CH3:31])[CH3:16])(=O)C.C(=O)([O-])[O-].[K+].[K+]. Product: [OH:4][CH2:5][C@@H:6]1[C@:7]([C@H:17]2[CH2:25][CH2:24][C@@:23]3([CH3:26])[C@@H:19]([CH2:20][CH2:21][C:22]3=[CH2:27])[C@@H:18]2[CH2:28][NH:29][O:30][CH3:31])([CH3:16])[CH2:8][CH2:9][C@H:10]([OH:12])[CH2:11]1. The catalyst class is: 5. (6) Reactant: [F:1][C:2]1[CH:7]=[CH:6][CH:5]=[CH:4][C:3]=1[CH2:8][CH2:9][CH2:10][NH2:11].C[O:13][C:14](=O)[C:15]1[CH:20]=[CH:19][CH:18]=[CH:17][C:16]=1[CH2:21]Br.C([O-])([O-])=O.[K+].[K+].C(OCC)(=O)C. Product: [F:1][C:2]1[CH:7]=[CH:6][CH:5]=[CH:4][C:3]=1[CH2:8][CH2:9][CH2:10][N:11]1[CH2:21][C:16]2[C:15](=[CH:20][CH:19]=[CH:18][CH:17]=2)[C:14]1=[O:13]. The catalyst class is: 11. (7) Product: [CH:1]1([C:4]([C:6]2[CH:11]=[CH:10][CH:9]=[C:8]([O:12][CH3:13])[C:7]=2[OH:14])=[O:5])[CH2:2][CH2:3]1. Reactant: [CH:1]1([C:4]([C:6]2[CH:11]=[CH:10][CH:9]=[C:8]([O:12][CH3:13])[C:7]=2[O:14]C2CCCCO2)=[O:5])[CH2:3][CH2:2]1.Cl.C(=O)([O-])[O-].[Na+].[Na+].O. The catalyst class is: 5.